The task is: Predict the reactants needed to synthesize the given product.. This data is from Full USPTO retrosynthesis dataset with 1.9M reactions from patents (1976-2016). (1) Given the product [CH3:33][S:34]([O:37][C:38]1[CH:43]=[CH:42][CH:41]=[CH:40][C:39]=1[O:44][CH2:12][CH2:13][NH:14][C:15]1[C:16](=[O:32])[N:17]([C:28]([CH3:31])([CH3:30])[CH3:29])[S:18](=[O:27])(=[O:26])[C:19]=1[C:20]1[CH:21]=[CH:22][CH:23]=[CH:24][CH:25]=1)(=[O:36])=[O:35], predict the reactants needed to synthesize it. The reactants are: CC1C=CC(S(O[CH2:12][CH2:13][NH:14][C:15]2[C:16](=[O:32])[N:17]([C:28]([CH3:31])([CH3:30])[CH3:29])[S:18](=[O:27])(=[O:26])[C:19]=2[C:20]2[CH:25]=[CH:24][CH:23]=[CH:22][CH:21]=2)(=O)=O)=CC=1.[CH3:33][S:34]([O:37][C:38]1[CH:43]=[CH:42][CH:41]=[CH:40][C:39]=1[OH:44])(=[O:36])=[O:35].C(=O)([O-])[O-].[K+].[K+]. (2) Given the product [CH3:42][O:41][C:38]1[N:37]=[CH:36][C:35]([C:31]2[CH:30]=[C:29]([C:27]3[CH2:26][C:25](=[O:43])[NH:24][C:9]4[CH:10]=[C:11]([C:20]([F:22])([F:21])[F:23])[C:12]([O:14][CH2:15][C:16]([F:18])([F:17])[F:19])=[CH:13][C:8]=4[N:7]=3)[CH:34]=[CH:33][CH:32]=2)=[CH:40][CH:39]=1, predict the reactants needed to synthesize it. The reactants are: C(OC(=O)[NH:7][C:8]1[CH:13]=[C:12]([O:14][CH2:15][C:16]([F:19])([F:18])[F:17])[C:11]([C:20]([F:23])([F:22])[F:21])=[CH:10][C:9]=1[NH:24][C:25](=[O:43])[CH2:26][C:27]([C:29]1[CH:34]=[CH:33][CH:32]=[C:31]([C:35]2[CH:36]=[N:37][C:38]([O:41][CH3:42])=[CH:39][CH:40]=2)[CH:30]=1)=O)(C)(C)C.C(O)(C(F)(F)F)=O. (3) The reactants are: [CH3:1][CH:2]([O:4][C:5]1[CH:6]=[C:7]([O:11][C:12]2[N:17]=[CH:16][C:15]([NH:18][C:19](=[O:23])[C@@H:20]([CH3:22])[NH2:21])=[CH:14][CH:13]=2)[CH:8]=[CH:9][CH:10]=1)[CH3:3].C(N(CC)CC)C.Cl[C:32](Cl)([O:34]C(=O)OC(Cl)(Cl)Cl)Cl. Given the product [CH3:22][C@H:20]1[NH:21][C:32](=[O:34])[N:18]([C:15]2[CH:16]=[N:17][C:12]([O:11][C:7]3[CH:8]=[CH:9][CH:10]=[C:5]([O:4][CH:2]([CH3:1])[CH3:3])[CH:6]=3)=[CH:13][CH:14]=2)[C:19]1=[O:23], predict the reactants needed to synthesize it. (4) The reactants are: [Al+3].[Cl-].[Cl-].[Cl-].[Br:5][C:6]1[CH:11]=[CH:10][C:9]([F:12])=[CH:8][C:7]=1[F:13].[C:14](Cl)(=[O:16])[CH3:15].Cl. Given the product [Br:5][C:6]1[C:7]([F:13])=[CH:8][C:9]([F:12])=[C:10]([C:14](=[O:16])[CH3:15])[CH:11]=1, predict the reactants needed to synthesize it. (5) The reactants are: [ClH:1].[NH2:2][CH2:3][C:4](=[O:10])[CH2:5][CH2:6][C:7]([OH:9])=[O:8].[CH3:11]O. Given the product [ClH:1].[NH2:2][CH2:3][C:4](=[O:10])[CH2:5][CH2:6][C:7]([O:9][CH3:11])=[O:8], predict the reactants needed to synthesize it. (6) Given the product [Br:23][CH2:24][CH2:25][CH2:26][CH2:27][C:13]1([C:16]([O:18][C:19]([CH3:22])([CH3:21])[CH3:20])=[O:17])[CH2:15][CH2:14]1, predict the reactants needed to synthesize it. The reactants are: C([Li])CCC.C(NC(C)C)(C)C.[CH:13]1([C:16]([O:18][C:19]([CH3:22])([CH3:21])[CH3:20])=[O:17])[CH2:15][CH2:14]1.[Br:23][CH2:24][CH2:25][CH2:26][CH2:27]Br. (7) Given the product [NH2:16][C:15]1[C:6]([NH:5][CH2:4][CH2:3][CH2:2][Cl:1])=[C:7]([CH:12]=[CH:13][C:14]=1[O:19][CH3:20])[C:8]([O:10][CH3:11])=[O:9], predict the reactants needed to synthesize it. The reactants are: [Cl:1][CH2:2][CH2:3][CH2:4][NH:5][C:6]1[C:15]([N+:16]([O-])=O)=[C:14]([O:19][CH3:20])[CH:13]=[CH:12][C:7]=1[C:8]([O:10][CH3:11])=[O:9].